From a dataset of Human liver microsome stability data. Regression/Classification. Given a drug SMILES string, predict its absorption, distribution, metabolism, or excretion properties. Task type varies by dataset: regression for continuous measurements (e.g., permeability, clearance, half-life) or binary classification for categorical outcomes (e.g., BBB penetration, CYP inhibition). Dataset: hlm. (1) The molecule is CS(=O)(=O)Nc1ccc2c(c1)S(=O)(=O)NC(c1c(O)c(C3=CCCC3)nn(CCC3CC3)c1=O)=N2. The result is 0 (unstable in human liver microsomes). (2) The molecule is CC(C)N=C(Nc1ccc(Cl)c(Cl)c1)Nc1nccn1Cc1ccccc1. The result is 1 (stable in human liver microsomes). (3) The compound is O=C(Nc1ccc(-c2c[nH]cn2)cc1)C1COc2ccccc2O1. The result is 1 (stable in human liver microsomes). (4) The molecule is CCc1ccccc1Oc1ncccc1C(=NC1CCCCC1)NO. The result is 0 (unstable in human liver microsomes). (5) The drug is Cc1nc(C(=O)N[C@H]2CC[C@H](C)CC2)c(C)c(-c2ccc3c(c2)NCCO3)c1[C@H](OC(C)(C)C)C(=O)O. The result is 0 (unstable in human liver microsomes).